This data is from Experimental lipophilicity measurements (octanol/water distribution) for 4,200 compounds from AstraZeneca. The task is: Regression/Classification. Given a drug SMILES string, predict its absorption, distribution, metabolism, or excretion properties. Task type varies by dataset: regression for continuous measurements (e.g., permeability, clearance, half-life) or binary classification for categorical outcomes (e.g., BBB penetration, CYP inhibition). For this dataset (lipophilicity_astrazeneca), we predict Y. (1) The molecule is O=S(=O)(c1ccccc1)C1(c2cc(N3CCOCC3)nc(-c3cccc4[nH]ccc34)n2)CC1. The Y is 3.40 logD. (2) The drug is Cc1cc(N2CCC[C@@H]2C(=O)NCCc2ccc3c(c2)OCO3)nc(-n2ccnc2)n1. The Y is 2.50 logD. (3) The compound is Fc1cccc(C(COCc2cc(C(F)(F)F)cc(C(F)(F)F)c2)N2CCNCC2)c1. The Y is 3.20 logD. (4) The compound is Nc1ncc(-c2cnn(C3CCN(C(=O)CO)CC3)c2)cc1-c1nc2ccccc2o1. The Y is 3.20 logD. (5) The compound is O=C(c1ccccc1)C(O)(CN1CCCCC1)c1ccccc1. The Y is 3.41 logD.